From a dataset of Full USPTO retrosynthesis dataset with 1.9M reactions from patents (1976-2016). Predict the reactants needed to synthesize the given product. (1) Given the product [Cl:9][CH2:31][C:23]1[CH:22]=[C:21]([C:16]2[CH:17]=[CH:18][C:19]([F:20])=[C:14]([F:13])[CH:15]=2)[C:26]([O:27][CH2:28][CH2:29][CH3:30])=[N:25][CH:24]=1, predict the reactants needed to synthesize it. The reactants are: BrC1C(OCC)=NC=C(C[Cl:9])C=1.[F:13][C:14]1[CH:15]=[C:16]([C:21]2[CH:22]=[C:23]([CH2:31]O)[CH:24]=[N:25][C:26]=2[O:27][CH2:28][CH2:29][CH3:30])[CH:17]=[CH:18][C:19]=1[F:20].BrC1C=C(CO)C=NC=1OCC. (2) Given the product [CH2:1]([O:8][C:9]([C:11]1[CH:16]([C:17]2[CH:22]=[CH:21][C:20]([F:23])=[C:19]([F:24])[CH:18]=2)[N:15]([C:30]([O:32][C:33]2[CH:34]=[CH:35][C:36]([N+:39]([O-:41])=[O:40])=[CH:37][CH:38]=2)=[O:31])[C:14]([O:25][CH3:26])=[N:13][C:12]=1[CH2:27][CH3:28])=[O:10])[C:2]1[CH:7]=[CH:6][CH:5]=[CH:4][CH:3]=1, predict the reactants needed to synthesize it. The reactants are: [CH2:1]([O:8][C:9]([C:11]1[CH:16]([C:17]2[CH:22]=[CH:21][C:20]([F:23])=[C:19]([F:24])[CH:18]=2)[NH:15][C:14]([O:25][CH3:26])=[N:13][C:12]=1[CH2:27][CH3:28])=[O:10])[C:2]1[CH:7]=[CH:6][CH:5]=[CH:4][CH:3]=1.Cl[C:30]([O:32][C:33]1[CH:38]=[CH:37][C:36]([N+:39]([O-:41])=[O:40])=[CH:35][CH:34]=1)=[O:31]. (3) Given the product [Br:38][C:39]1[S:40][C:41]([NH:47][C:48](=[O:49])[O:50][C:51]([CH3:53])([CH3:52])[CH3:54])=[C:42]([C:44](=[O:45])[NH:23][C:22]2[CH:21]=[N:20][N:19]([CH3:26])[C:18]=2[C:2]23[O:17][CH:5]([CH2:4][CH2:3]2)[CH:6]([NH:9][C:10]([O:11][C:12]([CH3:15])([CH3:14])[CH3:13])=[O:16])[CH2:7][CH2:8]3)[N:43]=1, predict the reactants needed to synthesize it. The reactants are: F[C:2]1([C:18]2[N:19]([CH3:26])[N:20]=[CH:21][C:22]=2[N+:23]([O-])=O)[CH2:8][CH2:7][CH:6]([NH:9][C:10](=[O:16])[O:11][C:12]([CH3:15])([CH3:14])[CH3:13])[CH:5]([OH:17])[CH2:4][CH2:3]1.[H][H].CCN(C(C)C)C(C)C.[Br:38][C:39]1[S:40][C:41]([NH:47][C:48]([O:50][C:51]([CH3:54])([CH3:53])[CH3:52])=[O:49])=[C:42]([C:44](O)=[O:45])[N:43]=1.C1CN([P+](ON2N=NC3C=CC=CC2=3)(N2CCCC2)N2CCCC2)CC1.F[P-](F)(F)(F)(F)F. (4) Given the product [CH2:6]([O:8][C:9]1[CH:10]=[CH:11][C:12]([N:15]2[CH2:16][CH2:17][CH:18]([C:21]3[CH:22]=[CH:23][C:24]([C@@H:27]([NH:29][S:2]([CH3:1])(=[O:4])=[O:3])[CH3:28])=[CH:25][CH:26]=3)[CH2:19][CH2:20]2)=[CH:13][CH:14]=1)[CH3:7], predict the reactants needed to synthesize it. The reactants are: [CH3:1][S:2](Cl)(=[O:4])=[O:3].[CH2:6]([O:8][C:9]1[CH:14]=[CH:13][C:12]([N:15]2[CH2:20][CH2:19][CH:18]([C:21]3[CH:26]=[CH:25][C:24]([C@@H:27]([NH2:29])[CH3:28])=[CH:23][CH:22]=3)[CH2:17][CH2:16]2)=[CH:11][CH:10]=1)[CH3:7].C(N(CC)CC)C. (5) Given the product [CH3:15][O:16][C:17]1[CH:22]=[CH:21][N:20]=[C:19]([CH2:23][CH2:24][C:25]2[NH:34][C:28]3=[N:29][CH:30]=[C:31]([C:2]4[CH:9]=[CH:8][C:5]([C:6]#[N:7])=[CH:4][CH:3]=4)[CH:32]=[C:27]3[N:26]=2)[CH:18]=1, predict the reactants needed to synthesize it. The reactants are: Br[C:2]1[CH:9]=[CH:8][C:5]([C:6]#[N:7])=[CH:4][CH:3]=1.C([O-])(=O)C.[K+].[CH3:15][O:16][C:17]1[CH:22]=[CH:21][N:20]=[C:19]([CH2:23][CH2:24][C:25]2[NH:34][C:28]3=[N:29][CH:30]=[C:31](I)[CH:32]=[C:27]3[N:26]=2)[CH:18]=1.C(=O)([O-])[O-].[K+].[K+].[Cl-].[Li+]. (6) Given the product [Cl:1][C:2]1[CH:3]=[C:4]([C:5]2[N:28]([CH2:24][CH3:26])[C:29]([SH:32])=[N:30][N:31]=2)[CH:8]=[C:9]([Cl:11])[CH:10]=1, predict the reactants needed to synthesize it. The reactants are: [Cl:1][C:2]1[CH:3]=[C:4]([CH:8]=[C:9]([Cl:11])[CH:10]=1)[C:5](O)=O.C(N(CC)CC)C.ClC(OC[CH:24]([CH3:26])C)=O.C[NH:28][C:29](=[S:32])[NH:30][NH2:31].